From a dataset of Catalyst prediction with 721,799 reactions and 888 catalyst types from USPTO. Predict which catalyst facilitates the given reaction. (1) Reactant: [N+:1]([C:4]1[CH:12]=[C:11]2[C:7]([CH2:8][CH2:9][CH2:10]2)=[CH:6][C:5]=1[OH:13])([O-:3])=[O:2].[CH3:14][O:15][CH2:16]Cl.O. Product: [CH3:14][O:15][CH2:16][O:13][C:5]1[CH:6]=[C:7]2[C:11](=[CH:12][C:4]=1[N+:1]([O-:3])=[O:2])[CH2:10][CH2:9][CH2:8]2. The catalyst class is: 3. (2) Reactant: Cl[C:2]1[CH:31]=[CH:30][C:5]([C:6]([NH:8][C:9]2[CH:14]=[CH:13][C:12]([O:15][C:16]([F:19])([F:18])[F:17])=[C:11]([NH:20][C:21](=[O:29])[CH2:22][N:23]3[CH2:28][CH2:27][O:26][CH2:25][CH2:24]3)[CH:10]=2)=[O:7])=[CH:4][N:3]=1.[F:32][C:33]1[CH:34]=[C:35](B(O)O)[CH:36]=[C:37]([F:39])[CH:38]=1.C(=O)([O-])[O-].[K+].[K+]. Product: [F:32][C:33]1[CH:34]=[C:35]([C:2]2[CH:31]=[CH:30][C:5]([C:6]([NH:8][C:9]3[CH:14]=[CH:13][C:12]([O:15][C:16]([F:19])([F:18])[F:17])=[C:11]([NH:20][C:21](=[O:29])[CH2:22][N:23]4[CH2:28][CH2:27][O:26][CH2:25][CH2:24]4)[CH:10]=3)=[O:7])=[CH:4][N:3]=2)[CH:36]=[C:37]([F:39])[CH:38]=1. The catalyst class is: 149. (3) The catalyst class is: 22. Product: [Br:1][CH2:2][C:3]([C:11]1[NH:6][CH:8]=[CH:9][CH:10]=1)=[O:4]. Reactant: [Br:1][CH2:2][C:3](Br)=[O:4].[N:6]1[C:11](C)=[CH:10][CH:9]=[CH:8]C=1C. (4) Reactant: [F:1][C:2]1[CH:7]=[C:6]([F:8])[CH:5]=[CH:4][C:3]=1[CH2:9][CH2:10][N:11]1[CH2:16][CH2:15][CH:14]([S:17]([C:20]2[CH:25]=[CH:24][C:23]([CH2:26]O)=[CH:22][CH:21]=2)(=[O:19])=[O:18])[CH2:13][CH2:12]1.CCN(CC)CC.CS(Cl)(=O)=O.[Na+].[I-].C([O-])([O-])=O.[Cs+].[Cs+].[NH:48]1[CH:52]=[N:51][N:50]=[N:49]1. Product: [F:1][C:2]1[CH:7]=[C:6]([F:8])[CH:5]=[CH:4][C:3]=1[CH2:9][CH2:10][N:11]1[CH2:16][CH2:15][CH:14]([S:17]([C:20]2[CH:25]=[CH:24][C:23]([CH2:26][N:48]3[CH:52]=[N:51][N:50]=[N:49]3)=[CH:22][CH:21]=2)(=[O:19])=[O:18])[CH2:13][CH2:12]1. The catalyst class is: 1. (5) Reactant: [CH3:1][O:2][C:3]1[CH:37]=[C:36]([O:38][CH3:39])[CH:35]=[CH:34][C:4]=1[CH2:5][N:6]1[C:27]2[C:16]3=[CH:17][C:18]4[CH:19]=[C:20]([CH2:25][OH:26])[N:21]([CH3:24])[C:22]=4[CH:23]=[C:15]3[CH2:14][CH2:13][CH2:12][CH2:11][C:10]=2[C:9]([OH:28])=[C:8]([C:29]([O:31]C)=[O:30])[C:7]1=[O:33].[Li+].[I-].Cl. Product: [CH3:1][O:2][C:3]1[CH:37]=[C:36]([O:38][CH3:39])[CH:35]=[CH:34][C:4]=1[CH2:5][N:6]1[C:27]2[C:16]3=[CH:17][C:18]4[CH:19]=[C:20]([CH2:25][OH:26])[N:21]([CH3:24])[C:22]=4[CH:23]=[C:15]3[CH2:14][CH2:13][CH2:12][CH2:11][C:10]=2[C:9]([OH:28])=[C:8]([C:29]([OH:31])=[O:30])[C:7]1=[O:33]. The catalyst class is: 25. (6) Reactant: C(=O)([O-])[O-].[K+].[K+].C1(S([N:16]2[C:20]3=[N:21][CH:22]=[CH:23][CH:24]=[C:19]3[C:18]([C:25]3[C:29]([C:30]4[CH:35]=[CH:34][CH:33]=[CH:32][N:31]=4)=[N:28][N:27]4[CH2:36][CH2:37][CH2:38][C:26]=34)=[CH:17]2)(=O)=O)C=CC=CC=1. Product: [N:31]1[CH:32]=[CH:33][CH:34]=[CH:35][C:30]=1[C:29]1[C:25]([C:18]2[C:19]3[C:20](=[N:21][CH:22]=[CH:23][CH:24]=3)[NH:16][CH:17]=2)=[C:26]2[CH2:38][CH2:37][CH2:36][N:27]2[N:28]=1. The catalyst class is: 24.